The task is: Regression. Given a peptide amino acid sequence and an MHC pseudo amino acid sequence, predict their binding affinity value. This is MHC class II binding data.. This data is from Peptide-MHC class II binding affinity with 134,281 pairs from IEDB. (1) The peptide sequence is KFIPALEAAVKQAYAATVAT. The MHC is HLA-DQA10301-DQB10302 with pseudo-sequence HLA-DQA10301-DQB10302. The binding affinity (normalized) is 0.481. (2) The peptide sequence is VFVIREPFISCSHLE. The MHC is DRB1_0401 with pseudo-sequence DRB1_0401. The binding affinity (normalized) is 0.153. (3) The peptide sequence is AAATAGGTVYGAFAA. The MHC is HLA-DPA10103-DPB10401 with pseudo-sequence HLA-DPA10103-DPB10401. The binding affinity (normalized) is 0.129. (4) The MHC is DRB1_0401 with pseudo-sequence DRB1_0401. The binding affinity (normalized) is 0.118. The peptide sequence is AHILDGDNLFPKV. (5) The peptide sequence is ESKYFAATQFEPLAA. The MHC is HLA-DQA10501-DQB10201 with pseudo-sequence HLA-DQA10501-DQB10201. The binding affinity (normalized) is 0.531.